This data is from Forward reaction prediction with 1.9M reactions from USPTO patents (1976-2016). The task is: Predict the product of the given reaction. Given the reactants Cl[C:2]1[CH:7]=[C:6]([C:8]2[O:9][CH:10]=[CH:11][N:12]=2)[N:5]=[C:4]2[CH2:13][CH2:14][CH2:15][C:3]=12.[NH2:16][C:17]1[CH:22]=[CH:21][C:20]([CH2:23][C:24]([O:26][CH2:27][CH3:28])=[O:25])=[CH:19][CH:18]=1, predict the reaction product. The product is: [O:9]1[CH:10]=[CH:11][N:12]=[C:8]1[C:6]1[N:5]=[C:4]2[CH2:13][CH2:14][CH2:15][C:3]2=[C:2]([NH:16][C:17]2[CH:18]=[CH:19][C:20]([CH2:23][C:24]([O:26][CH2:27][CH3:28])=[O:25])=[CH:21][CH:22]=2)[CH:7]=1.